Dataset: NCI-60 drug combinations with 297,098 pairs across 59 cell lines. Task: Regression. Given two drug SMILES strings and cell line genomic features, predict the synergy score measuring deviation from expected non-interaction effect. (1) Drug 1: C1CCN(CC1)CCOC2=CC=C(C=C2)C(=O)C3=C(SC4=C3C=CC(=C4)O)C5=CC=C(C=C5)O. Drug 2: C1C(C(OC1N2C=NC3=C(N=C(N=C32)Cl)N)CO)O. Cell line: SF-295. Synergy scores: CSS=-2.17, Synergy_ZIP=0.475, Synergy_Bliss=-3.10, Synergy_Loewe=-4.58, Synergy_HSA=-4.91. (2) Drug 1: C1CCN(CC1)CCOC2=CC=C(C=C2)C(=O)C3=C(SC4=C3C=CC(=C4)O)C5=CC=C(C=C5)O. Drug 2: CS(=O)(=O)CCNCC1=CC=C(O1)C2=CC3=C(C=C2)N=CN=C3NC4=CC(=C(C=C4)OCC5=CC(=CC=C5)F)Cl. Cell line: NCI-H522. Synergy scores: CSS=4.85, Synergy_ZIP=-6.14, Synergy_Bliss=-4.58, Synergy_Loewe=-19.9, Synergy_HSA=-9.57. (3) Drug 1: CS(=O)(=O)C1=CC(=C(C=C1)C(=O)NC2=CC(=C(C=C2)Cl)C3=CC=CC=N3)Cl. Drug 2: CC(CN1CC(=O)NC(=O)C1)N2CC(=O)NC(=O)C2. Cell line: SK-MEL-5. Synergy scores: CSS=16.2, Synergy_ZIP=-3.54, Synergy_Bliss=5.61, Synergy_Loewe=-0.923, Synergy_HSA=2.52. (4) Cell line: TK-10. Drug 1: CCC1=CC2CC(C3=C(CN(C2)C1)C4=CC=CC=C4N3)(C5=C(C=C6C(=C5)C78CCN9C7C(C=CC9)(C(C(C8N6C)(C(=O)OC)O)OC(=O)C)CC)OC)C(=O)OC.C(C(C(=O)O)O)(C(=O)O)O. Synergy scores: CSS=17.8, Synergy_ZIP=-6.02, Synergy_Bliss=0.651, Synergy_Loewe=-25.6, Synergy_HSA=-2.09. Drug 2: COC1=NC(=NC2=C1N=CN2C3C(C(C(O3)CO)O)O)N. (5) Drug 1: C1=CN(C=N1)CC(O)(P(=O)(O)O)P(=O)(O)O. Drug 2: B(C(CC(C)C)NC(=O)C(CC1=CC=CC=C1)NC(=O)C2=NC=CN=C2)(O)O. Cell line: OVCAR-5. Synergy scores: CSS=56.7, Synergy_ZIP=0.170, Synergy_Bliss=-0.329, Synergy_Loewe=-21.4, Synergy_HSA=-1.01. (6) Drug 1: CS(=O)(=O)C1=CC(=C(C=C1)C(=O)NC2=CC(=C(C=C2)Cl)C3=CC=CC=N3)Cl. Drug 2: CC1=C(C=C(C=C1)NC2=NC=CC(=N2)N(C)C3=CC4=NN(C(=C4C=C3)C)C)S(=O)(=O)N.Cl. Cell line: DU-145. Synergy scores: CSS=12.2, Synergy_ZIP=5.61, Synergy_Bliss=15.3, Synergy_Loewe=11.3, Synergy_HSA=11.9.